Dataset: NCI-60 drug combinations with 297,098 pairs across 59 cell lines. Task: Regression. Given two drug SMILES strings and cell line genomic features, predict the synergy score measuring deviation from expected non-interaction effect. (1) Drug 1: C1C(C(OC1N2C=C(C(=O)NC2=O)F)CO)O. Drug 2: CS(=O)(=O)OCCCCOS(=O)(=O)C. Cell line: M14. Synergy scores: CSS=4.94, Synergy_ZIP=0.370, Synergy_Bliss=1.97, Synergy_Loewe=-2.56, Synergy_HSA=-0.194. (2) Drug 1: CC1=C(C=C(C=C1)NC2=NC=CC(=N2)N(C)C3=CC4=NN(C(=C4C=C3)C)C)S(=O)(=O)N.Cl. Drug 2: CS(=O)(=O)C1=CC(=C(C=C1)C(=O)NC2=CC(=C(C=C2)Cl)C3=CC=CC=N3)Cl. Cell line: MDA-MB-231. Synergy scores: CSS=25.0, Synergy_ZIP=3.27, Synergy_Bliss=10.2, Synergy_Loewe=10.4, Synergy_HSA=10.5. (3) Drug 2: CC1=C(N=C(N=C1N)C(CC(=O)N)NCC(C(=O)N)N)C(=O)NC(C(C2=CN=CN2)OC3C(C(C(C(O3)CO)O)O)OC4C(C(C(C(O4)CO)O)OC(=O)N)O)C(=O)NC(C)C(C(C)C(=O)NC(C(C)O)C(=O)NCCC5=NC(=CS5)C6=NC(=CS6)C(=O)NCCC[S+](C)C)O. Synergy scores: CSS=6.19, Synergy_ZIP=-3.08, Synergy_Bliss=-1.85, Synergy_Loewe=-1.20, Synergy_HSA=-0.651. Cell line: SNB-19. Drug 1: CC(C1=C(C=CC(=C1Cl)F)Cl)OC2=C(N=CC(=C2)C3=CN(N=C3)C4CCNCC4)N. (4) Drug 1: CC1=CC=C(C=C1)C2=CC(=NN2C3=CC=C(C=C3)S(=O)(=O)N)C(F)(F)F. Drug 2: C1=NC2=C(N=C(N=C2N1C3C(C(C(O3)CO)O)F)Cl)N. Cell line: ACHN. Synergy scores: CSS=25.9, Synergy_ZIP=-9.34, Synergy_Bliss=-2.48, Synergy_Loewe=-20.3, Synergy_HSA=-1.75. (5) Synergy scores: CSS=-0.105, Synergy_ZIP=-1.61, Synergy_Bliss=-0.357, Synergy_Loewe=-1.92, Synergy_HSA=-1.33. Drug 2: C(=O)(N)NO. Drug 1: C1CN1P(=S)(N2CC2)N3CC3. Cell line: RXF 393. (6) Drug 1: C1CNP(=O)(OC1)N(CCCl)CCCl. Drug 2: C(CN)CNCCSP(=O)(O)O. Cell line: SF-539. Synergy scores: CSS=-22.2, Synergy_ZIP=7.65, Synergy_Bliss=-8.85, Synergy_Loewe=-36.1, Synergy_HSA=-29.6.